From a dataset of Catalyst prediction with 721,799 reactions and 888 catalyst types from USPTO. Predict which catalyst facilitates the given reaction. Reactant: [C:1]([C:3]1[C:11]2[C:6](=[CH:7][C:8](C(O)=O)=[CH:9][CH:10]=2)[N:5]([CH2:15][CH3:16])[CH:4]=1)#[N:2].CC[N:19]([CH2:22]C)CC.C1(P(N=[N+]=[N-])(C2C=CC=CC=2)=[O:31])C=CC=CC=1.[C:41]([OH:45])([CH3:44])([CH3:43])[CH3:42]. Product: [C:41]([O:45][C:22](=[O:31])[NH:19][C:8]1[CH:7]=[C:6]2[C:11]([C:3]([C:1]#[N:2])=[CH:4][N:5]2[CH2:15][CH3:16])=[CH:10][CH:9]=1)([CH3:44])([CH3:43])[CH3:42]. The catalyst class is: 25.